From a dataset of Catalyst prediction with 721,799 reactions and 888 catalyst types from USPTO. Predict which catalyst facilitates the given reaction. (1) Reactant: Br[C:2]1[CH:11]=[CH:10][C:5]([C:6]([O:8][CH3:9])=[O:7])=[CH:4][C:3]=1[CH3:12].CC1(C)C(C)(C)OB([C:21]2[CH:31]=[CH:30][CH:29]=[CH:28][C:22]=2[C:23]([O:25][CH2:26][CH3:27])=[O:24])O1.C1(C)C=CC=CC=1.P([O-])([O-])([O-])=O.[K+].[K+].[K+]. Product: [CH3:12][C:3]1[CH:4]=[C:5]([C:6]([O:8][CH3:9])=[O:7])[CH:10]=[CH:11][C:2]=1[C:21]1[C:22]([C:23]([O:25][CH2:26][CH3:27])=[O:24])=[CH:28][CH:29]=[CH:30][CH:31]=1. The catalyst class is: 103. (2) Reactant: C(OC(=O)[NH:7][C@H:8]1[C:17]2[C:12](=[CH:13][C:14]([CH2:18][CH2:19][N:20]3[CH2:25][CH2:24][CH2:23][CH2:22][CH2:21]3)=[CH:15][CH:16]=2)[CH2:11][CH2:10][CH2:9]1)(C)(C)C.C(O)(C(F)(F)F)=O. Product: [N:20]1([CH2:19][CH2:18][C:14]2[CH:13]=[C:12]3[C:17](=[CH:16][CH:15]=2)[C@H:8]([NH2:7])[CH2:9][CH2:10][CH2:11]3)[CH2:21][CH2:22][CH2:23][CH2:24][CH2:25]1. The catalyst class is: 2. (3) Reactant: CCN(C(C)C)C(C)C.Cl.[NH2:11][CH2:12][C:13]#[N:14].[C:15]([O:19][C:20]([NH:22][CH2:23][C:24]([OH:26])=O)=[O:21])([CH3:18])([CH3:17])[CH3:16].CN(C(ON1N=NC2C=CC=CC1=2)=[N+](C)C)C.[B-](F)(F)(F)F. Product: [C:15]([O:19][C:20](=[O:21])[NH:22][CH2:23][C:24]([NH:14][CH2:13][C:12]#[N:11])=[O:26])([CH3:16])([CH3:17])[CH3:18]. The catalyst class is: 4. (4) Reactant: [CH3:1][O:2][C:3](=[O:40])[C@@H:4]([NH:31][C:32]([O:34][CH:35]1[CH2:39][CH2:38][CH2:37][CH2:36]1)=[O:33])[CH2:5][CH2:6][CH2:7][CH2:8][CH2:9][CH2:10][CH2:11][NH:12][C:13]1[CH:18]=[CH:17][CH:16]=[CH:15][C:14]=1[S:19](=[O:30])(=[O:29])[NH:20][C:21]([C@@:23]1([NH2:28])[CH2:25][C@H:24]1[CH:26]=[CH2:27])=[O:22].[C:41]([O:45][C:46]([N:48]1[CH2:52][C@H:51]([O:53][C:54]2[CH:59]=[CH:58][C:57]([Cl:60])=[CH:56][N:55]=2)[CH2:50][C@H:49]1[C:61](O)=[O:62])=[O:47])([CH3:44])([CH3:43])[CH3:42].CN(C(ON1N=NC2C=CC=NC1=2)=[N+](C)C)C.F[P-](F)(F)(F)(F)F.CCN(C(C)C)C(C)C. The catalyst class is: 2. Product: [C:41]([O:45][C:46]([N:48]1[CH2:52][C@H:51]([O:53][C:54]2[CH:59]=[CH:58][C:57]([Cl:60])=[CH:56][N:55]=2)[CH2:50][C@H:49]1[C:61](=[O:62])[NH:28][C@:23]1([C:21]([NH:20][S:19]([C:14]2[CH:15]=[CH:16][CH:17]=[CH:18][C:13]=2[NH:12][CH2:11][CH2:10][CH2:9][CH2:8][CH2:7][CH2:6][CH2:5][C@H:4]([NH:31][C:32]([O:34][CH:35]2[CH2:39][CH2:38][CH2:37][CH2:36]2)=[O:33])[C:3]([O:2][CH3:1])=[O:40])(=[O:29])=[O:30])=[O:22])[CH2:25][C@H:24]1[CH:26]=[CH2:27])=[O:47])([CH3:44])([CH3:43])[CH3:42]. (5) Reactant: [CH3:1][O:2][C:3]1[CH:4]=[C:5]([CH:20]=[CH:21][CH:22]=1)[C:6]([NH:8][CH2:9][C:10]([C:12]1[CH:17]=[CH:16][C:15]([O:18][CH3:19])=[CH:14][CH:13]=1)=[O:11])=O.P(Cl)(Cl)(Cl)=O.C(=O)([O-])O.[Na+]. Product: [CH3:19][O:18][C:15]1[CH:16]=[CH:17][C:12]([C:10]2[O:11][C:6]([C:5]3[CH:20]=[CH:21][CH:22]=[C:3]([O:2][CH3:1])[CH:4]=3)=[N:8][CH:9]=2)=[CH:13][CH:14]=1. The catalyst class is: 300. (6) Reactant: [CH2:1]1[C:7]2[CH:8]=[CH:9][CH:10]=[CH:11][C:6]=2[CH2:5][CH2:4][NH:3][CH2:2]1.[N+:12]([O-])([OH:14])=[O:13].[OH-].[Na+]. Product: [N+:12]([C:9]1[CH:10]=[CH:11][C:6]2[CH2:5][CH2:4][NH:3][CH2:2][CH2:1][C:7]=2[CH:8]=1)([O-:14])=[O:13]. The catalyst class is: 82. (7) Reactant: Cl[CH2:2][C:3]1[N:4]=[C:5]([C:9]2[CH:10]=[CH:11][C:12]([CH3:19])=[C:13]([CH:18]=2)[C:14]([O:16][CH3:17])=[O:15])[O:6][C:7]=1[CH3:8].[O:20]=[CH:21][C:22]1[CH:30]=[CH:29][C:27]([OH:28])=[C:24]([O:25][CH3:26])[CH:23]=1.C(=O)([O-])[O-].[K+].[K+].CN(C)C=O. Product: [CH:21]([C:22]1[CH:30]=[CH:29][C:27]([O:28][CH2:2][C:3]2[N:4]=[C:5]([C:9]3[CH:10]=[CH:11][C:12]([CH3:19])=[C:13]([CH:18]=3)[C:14]([O:16][CH3:17])=[O:15])[O:6][C:7]=2[CH3:8])=[C:24]([O:25][CH3:26])[CH:23]=1)=[O:20]. The catalyst class is: 6. (8) Reactant: [CH2:1]([C:9]1[CH:17]=[CH:16][CH:15]=[CH:14][C:10]=1[C:11](O)=[O:12])[CH2:2][C:3]1[CH:8]=[CH:7][CH:6]=[CH:5][CH:4]=1.C(Cl)(=O)C(Cl)=O.CN(C=O)C. Product: [CH2:1]([C:9]1[CH:17]=[CH:16][CH:15]=[CH:14][C:10]=1[CH:11]=[O:12])[CH2:2][C:3]1[CH:8]=[CH:7][CH:6]=[CH:5][CH:4]=1. The catalyst class is: 4. (9) Reactant: [CH3:1][N:2]1[C:6](=[O:7])[CH2:5][CH2:4][C@@H:3]1[C:8](OC)=[O:9].[BH4-].[Na+]. Product: [OH:9][CH2:8][C@@H:3]1[N:2]([CH3:1])[C:6](=[O:7])[CH2:5][CH2:4]1. The catalyst class is: 5.